Dataset: NCI-60 drug combinations with 297,098 pairs across 59 cell lines. Task: Regression. Given two drug SMILES strings and cell line genomic features, predict the synergy score measuring deviation from expected non-interaction effect. (1) Drug 1: CCC1=CC2CC(C3=C(CN(C2)C1)C4=CC=CC=C4N3)(C5=C(C=C6C(=C5)C78CCN9C7C(C=CC9)(C(C(C8N6C)(C(=O)OC)O)OC(=O)C)CC)OC)C(=O)OC.C(C(C(=O)O)O)(C(=O)O)O. Drug 2: C1=C(C(=O)NC(=O)N1)F. Cell line: MCF7. Synergy scores: CSS=39.9, Synergy_ZIP=-7.95, Synergy_Bliss=-7.28, Synergy_Loewe=-3.00, Synergy_HSA=-0.399. (2) Cell line: K-562. Drug 1: C(=O)(N)NO. Synergy scores: CSS=4.43, Synergy_ZIP=-2.37, Synergy_Bliss=-1.79, Synergy_Loewe=-1.57, Synergy_HSA=-0.819. Drug 2: CS(=O)(=O)OCCCCOS(=O)(=O)C. (3) Drug 1: C1=CN(C(=O)N=C1N)C2C(C(C(O2)CO)O)O.Cl. Drug 2: C1CCC(C(C1)N)N.C(=O)(C(=O)[O-])[O-].[Pt+4]. Cell line: MALME-3M. Synergy scores: CSS=24.3, Synergy_ZIP=-5.35, Synergy_Bliss=-2.31, Synergy_Loewe=-5.45, Synergy_HSA=1.07. (4) Drug 1: C1C(C(OC1N2C=NC3=C(N=C(N=C32)Cl)N)CO)O. Drug 2: CCC1(CC2CC(C3=C(CCN(C2)C1)C4=CC=CC=C4N3)(C5=C(C=C6C(=C5)C78CCN9C7C(C=CC9)(C(C(C8N6C)(C(=O)OC)O)OC(=O)C)CC)OC)C(=O)OC)O.OS(=O)(=O)O. Cell line: MOLT-4. Synergy scores: CSS=72.2, Synergy_ZIP=4.90, Synergy_Bliss=6.05, Synergy_Loewe=-2.87, Synergy_HSA=3.89. (5) Drug 1: CN1C(=O)N2C=NC(=C2N=N1)C(=O)N. Drug 2: CC1=C2C(C(=O)C3(C(CC4C(C3C(C(C2(C)C)(CC1OC(=O)C(C(C5=CC=CC=C5)NC(=O)C6=CC=CC=C6)O)O)OC(=O)C7=CC=CC=C7)(CO4)OC(=O)C)O)C)OC(=O)C. Cell line: OVCAR-4. Synergy scores: CSS=23.3, Synergy_ZIP=2.06, Synergy_Bliss=-0.499, Synergy_Loewe=-43.0, Synergy_HSA=-4.83.